Predict which catalyst facilitates the given reaction. From a dataset of Catalyst prediction with 721,799 reactions and 888 catalyst types from USPTO. Reactant: C[O:2][C:3]([C:5]1[C:10]([S:11]([C:14]2[CH:19]=[CH:18][CH:17]=[CH:16][CH:15]=2)(=[O:13])=[O:12])=[CH:9][N:8]=[C:7]([S:20][CH3:21])[N:6]=1)=[O:4].[OH-].[Li+]. Product: [C:14]1([S:11]([C:10]2[C:5]([C:3]([OH:4])=[O:2])=[N:6][C:7]([S:20][CH3:21])=[N:8][CH:9]=2)(=[O:13])=[O:12])[CH:15]=[CH:16][CH:17]=[CH:18][CH:19]=1. The catalyst class is: 7.